This data is from M1 muscarinic receptor antagonist screen with 61,756 compounds. The task is: Binary Classification. Given a drug SMILES string, predict its activity (active/inactive) in a high-throughput screening assay against a specified biological target. (1) The drug is S(CCn1c(N2CCCCCC2)nc2n(c(=O)n(c(=O)c12)C)C)c1oc2c(n1)cccc2. The result is 0 (inactive). (2) The molecule is S(=O)(=O)(N(CC(=O)N1CCc2c1cccc2)c1ccc(OC)cc1)c1c(onc1C)C. The result is 0 (inactive). (3) The drug is Brc1ccc(S(=O)(=O)c2nc(oc2SC)c2occc2)cc1. The result is 0 (inactive). (4) The drug is S(=O)(=O)(NC(CC(=O)NCC1OCCC1)c1occc1)c1ccc(OC)cc1. The result is 0 (inactive).